Dataset: Full USPTO retrosynthesis dataset with 1.9M reactions from patents (1976-2016). Task: Predict the reactants needed to synthesize the given product. (1) Given the product [Br:1][C:2]1[CH:7]=[CH:6][C:5]2[C:8]3[N:12]([CH:13]4[CH2:17][CH2:16][O:15][CH2:14]4)[N:11]=[CH:10][C:9]=3[C:18](=[O:19])[N:20]([CH2:21][C:22]3[CH:27]=[CH:26][C:25]([O:28][CH3:29])=[CH:24][C:23]=3[O:30][CH3:31])[C:4]=2[CH:3]=1, predict the reactants needed to synthesize it. The reactants are: [Br:1][C:2]1[CH:7]=[CH:6][C:5]([C:8]2[N:12]([CH:13]3[CH2:17][CH2:16][O:15][CH2:14]3)[N:11]=[CH:10][C:9]=2[C:18]([NH:20][CH2:21][C:22]2[CH:27]=[CH:26][C:25]([O:28][CH3:29])=[CH:24][C:23]=2[O:30][CH3:31])=[O:19])=[C:4](Cl)[CH:3]=1.O. (2) Given the product [C:1]([O:5][C:6]([N:8]1[CH2:11][C:10]([N:12]2[C:28]3[C:15](=[CH:16][C:17]4[O:18][CH2:19][C:20]5[N:25]([C:26]=4[CH:27]=3)[C@H:24]([CH3:29])[C:23](=[O:30])[NH:22][N:21]=5)[C:14]([CH2:31][CH3:32])=[CH:13]2)([CH3:33])[CH2:9]1)=[O:7])([CH3:4])([CH3:2])[CH3:3], predict the reactants needed to synthesize it. The reactants are: [C:1]([O:5][C:6]([N:8]1[CH2:11][C:10]([CH3:33])([N:12]2[C:28]3[C:15](=[CH:16][C:17]4[O:18][CH2:19][C:20]5[N:25]([C:26]=4[CH:27]=3)[C@H:24]([CH3:29])[C:23](=[O:30])[NH:22][N:21]=5)[C:14]([CH:31]=[CH2:32])=[CH:13]2)[CH2:9]1)=[O:7])([CH3:4])([CH3:3])[CH3:2]. (3) Given the product [F:19][C:20]1[C:21]([C:49]2[CH:54]=[CH:53][C:52]([C:55]3[CH:60]=[CH:59][CH:58]=[CH:57][C:56]=3[OH:61])=[CH:51][CH:50]=2)=[CH:22][C:23]2[N:27]=[C:26]([O:28][C:29]3[CH:30]=[CH:31][C:32]([CH3:39])=[C:33]([CH:38]=3)[C:34]([OH:36])=[O:35])[NH:25][C:24]=2[CH:48]=1, predict the reactants needed to synthesize it. The reactants are: CCCC[N+](CCCC)(CCCC)CCCC.[F-].[F:19][C:20]1[C:21]([C:49]2[CH:54]=[CH:53][C:52]([C:55]3[CH:60]=[CH:59][CH:58]=[CH:57][C:56]=3[OH:61])=[CH:51][CH:50]=2)=[CH:22][C:23]2[N:27]=[C:26]([O:28][C:29]3[CH:30]=[CH:31][C:32]([CH3:39])=[C:33]([CH:38]=3)[C:34]([O:36]C)=[O:35])[N:25](COCC[Si](C)(C)C)[C:24]=2[CH:48]=1. (4) Given the product [O:21]1[CH2:26][CH2:25][N:24]([C:27]2[C:32]([NH:33][C:2]3[C:11]4[C:6](=[CH:7][C:8]([F:13])=[CH:9][C:10]=4[F:12])[N:5]=[C:4]([N:14]4[CH2:19][CH2:18][CH2:17][CH2:16][CH2:15]4)[C:3]=3[CH3:20])=[CH:31][C:30]([N:34]3[CH2:35][CH2:36][O:37][CH2:38][CH2:39]3)=[CH:29][N:28]=2)[CH2:23][CH2:22]1, predict the reactants needed to synthesize it. The reactants are: Cl[C:2]1[C:11]2[C:6](=[CH:7][C:8]([F:13])=[CH:9][C:10]=2[F:12])[N:5]=[C:4]([N:14]2[CH2:19][CH2:18][CH2:17][CH2:16][CH2:15]2)[C:3]=1[CH3:20].[O:21]1[CH2:26][CH2:25][N:24]([C:27]2[C:32]([NH2:33])=[CH:31][C:30]([N:34]3[CH2:39][CH2:38][O:37][CH2:36][CH2:35]3)=[CH:29][N:28]=2)[CH2:23][CH2:22]1. (5) Given the product [OH:28][CH2:3][CH2:2][CH2:1][O:4][C:5]1([CH3:18])[CH2:6][CH2:7][N:8]([C:11]([O:13][C:14]([CH3:17])([CH3:16])[CH3:15])=[O:12])[CH2:9][CH2:10]1, predict the reactants needed to synthesize it. The reactants are: [CH2:1]([O:4][C:5]1([CH3:18])[CH2:10][CH2:9][N:8]([C:11]([O:13][C:14]([CH3:17])([CH3:16])[CH3:15])=[O:12])[CH2:7][CH2:6]1)[CH:2]=[CH2:3].B1C2CCCC1CCC2.[OH-:28].[Na+].OO. (6) Given the product [Cl:19][C:12]1[N:11]=[C:10]([NH:4][C:3]2[CH:5]=[CH:6][CH:7]=[CH:8][C:2]=2[Cl:1])[C:15]([N+:16]([O-:18])=[O:17])=[CH:14][CH:13]=1, predict the reactants needed to synthesize it. The reactants are: [Cl:1][C:2]1[CH:8]=[CH:7][CH:6]=[CH:5][C:3]=1[NH2:4].Cl[C:10]1[C:15]([N+:16]([O-:18])=[O:17])=[CH:14][CH:13]=[C:12]([Cl:19])[N:11]=1. (7) Given the product [C:1]([O:5][C:6](=[O:17])/[CH:7]=[CH:8]/[C:9]1[CH:14]=[CH:13][CH:12]=[C:11](/[CH:15]=[CH:34]/[C:33]([C:29]2[CH:30]=[CH:31][CH:32]=[C:27]([N:24]3[CH2:25][CH2:26][N:21]([CH:18]([CH3:20])[CH3:19])[CH2:22][CH2:23]3)[CH:28]=2)=[O:35])[N:10]=1)([CH3:4])([CH3:3])[CH3:2], predict the reactants needed to synthesize it. The reactants are: [C:1]([O:5][C:6](=[O:17])/[CH:7]=[CH:8]/[C:9]1[CH:14]=[CH:13][CH:12]=[C:11]([CH:15]=O)[N:10]=1)([CH3:4])([CH3:3])[CH3:2].[CH:18]([N:21]1[CH2:26][CH2:25][N:24]([C:27]2[CH:28]=[C:29]([C:33](=[O:35])[CH3:34])[CH:30]=[CH:31][CH:32]=2)[CH2:23][CH2:22]1)([CH3:20])[CH3:19].[OH-].[K+]. (8) Given the product [CH3:20][O:19][C:15]1[CH:14]=[C:13]([NH:12][C:4]2[N:3]=[C:2]([C:28]3[CH:29]=[CH:30][C:24]4[NH:23][C:22](=[O:21])[NH:26][C:25]=4[CH:27]=3)[N:7]=[C:6]3[N:8]([CH3:11])[N:9]=[CH:10][C:5]=23)[CH:18]=[CH:17][CH:16]=1, predict the reactants needed to synthesize it. The reactants are: Cl[C:2]1[N:7]=[C:6]2[N:8]([CH3:11])[N:9]=[CH:10][C:5]2=[C:4]([NH:12][C:13]2[CH:18]=[CH:17][CH:16]=[C:15]([O:19][CH3:20])[CH:14]=2)[N:3]=1.[O:21]=[C:22]1[NH:26][C:25]2[CH:27]=[CH:28][C:29](B3OC(C)(C)C(C)(C)O3)=[CH:30][C:24]=2[NH:23]1. (9) Given the product [OH:3][CH2:2][C:1]([N:27]([CH2:26][CH2:25][O:24][C:22]1[CH:21]=[CH:20][CH:19]=[C:18]2[C:23]=1[C:14]([NH:13][C:11]1[CH:10]=[CH:9][C:8]([OH:29])=[C:7]([CH3:6])[CH:12]=1)=[N:15][CH:16]=[N:17]2)[CH3:28])=[O:5], predict the reactants needed to synthesize it. The reactants are: [C:1]([OH:5])(=O)[CH2:2][OH:3].[CH3:6][C:7]1[CH:12]=[C:11]([NH:13][C:14]2[C:23]3[C:18](=[CH:19][CH:20]=[CH:21][C:22]=3[O:24][CH2:25][CH2:26][NH:27][CH3:28])[N:17]=[CH:16][N:15]=2)[CH:10]=[CH:9][C:8]=1[OH:29].CN(C(ON1N=NC2C=CC=NC1=2)=[N+](C)C)C.F[P-](F)(F)(F)(F)F. (10) Given the product [CH3:20][O:21][C:22](=[O:31])[C:23]1[CH:28]=[CH:27][C:26]([C:19]#[C:18][C:6]2[CH:5]=[C:4]([CH:1]3[CH2:3][CH2:2]3)[C:15]3[O:14][C:11]4([CH2:13][CH2:12]4)[CH2:10][C:9]([CH3:16])([CH3:17])[C:8]=3[CH:7]=2)=[CH:25][C:24]=1[F:30], predict the reactants needed to synthesize it. The reactants are: [CH:1]1([C:4]2[C:15]3[O:14][C:11]4([CH2:13][CH2:12]4)[CH2:10][C:9]([CH3:17])([CH3:16])[C:8]=3[CH:7]=[C:6]([C:18]#[CH:19])[CH:5]=2)[CH2:3][CH2:2]1.[CH3:20][O:21][C:22](=[O:31])[C:23]1[CH:28]=[CH:27][C:26](I)=[CH:25][C:24]=1[F:30].C(N(CC)CC)C.O1CCCC1.